The task is: Binary Classification. Given a T-cell receptor sequence (or CDR3 region) and an epitope sequence, predict whether binding occurs between them.. This data is from TCR-epitope binding with 47,182 pairs between 192 epitopes and 23,139 TCRs. The epitope is VTEHDTLLY. The TCR CDR3 sequence is CSVRTGGLGANVLTF. Result: 1 (the TCR binds to the epitope).